From a dataset of Catalyst prediction with 721,799 reactions and 888 catalyst types from USPTO. Predict which catalyst facilitates the given reaction. (1) Reactant: [Cl:1][C:2]1[C:7]([Cl:8])=[CH:6][CH:5]=[CH:4][C:3]=1[N:9]1[CH2:14][CH2:13][N:12]([CH2:15][CH2:16][CH2:17][CH2:18][O:19][C:20]2[CH:25]=[CH:24][C:23]([CH3:26])=[C:22]([N+:27]([O-])=O)[CH:21]=2)[CH2:11][CH2:10]1.[Cl-].[NH4+]. Product: [Cl:1][C:2]1[C:7]([Cl:8])=[CH:6][CH:5]=[CH:4][C:3]=1[N:9]1[CH2:10][CH2:11][N:12]([CH2:15][CH2:16][CH2:17][CH2:18][O:19][C:20]2[CH:25]=[CH:24][C:23]([CH3:26])=[C:22]([CH:21]=2)[NH2:27])[CH2:13][CH2:14]1. The catalyst class is: 314. (2) Reactant: [Br:1][C:2]1[CH:7]=[CH:6][C:5]([NH:8][C:9]2[CH:14]=[CH:13][CH:12]=[CH:11][C:10]=2[N+:15]([O-])=O)=[CH:4][CH:3]=1.S(S([O-])=O)([O-])=O.[Na+].[Na+].C(=O)([O-])O.[Na+].[C:31](Cl)(=[O:38])[C:32]1[CH:37]=[CH:36][CH:35]=[CH:34][CH:33]=1. Product: [Br:1][C:2]1[CH:7]=[CH:6][C:5]([NH:8][C:9]2[CH:14]=[CH:13][CH:12]=[CH:11][C:10]=2[NH:15][C:31](=[O:38])[C:32]2[CH:37]=[CH:36][CH:35]=[CH:34][CH:33]=2)=[CH:4][CH:3]=1. The catalyst class is: 355. (3) Reactant: [NH2:1][CH:2]([CH:7]([OH:9])[CH3:8])[C:3]([O:5][CH3:6])=[O:4].C1N2CCN(CC2)C1.[CH:18]([C@H:20]1[CH2:25][N:24]([C:26]([O:28][CH2:29][C:30]2[CH:35]=[CH:34][CH:33]=[CH:32][CH:31]=2)=[O:27])[C@H:23]([CH3:36])[CH2:22][CH2:21]1)=O.C1C(=O)N(Cl)C(=O)C1. Product: [CH2:29]([O:28][C:26]([N:24]1[C@H:23]([CH3:36])[CH2:22][CH2:21][C@@H:20]([C:18]2[O:9][CH:7]([CH3:8])[CH:2]([C:3]([O:5][CH3:6])=[O:4])[N:1]=2)[CH2:25]1)=[O:27])[C:30]1[CH:31]=[CH:32][CH:33]=[CH:34][CH:35]=1. The catalyst class is: 34. (4) Reactant: [CH3:1][C:2]([Si:5]([CH3:21])([CH3:20])[O:6][CH2:7][C:8]1[CH:9]=[C:10]2[C:15](=[C:16]([CH:18]=O)[CH:17]=1)[N:14]=[CH:13][CH:12]=[CH:11]2)([CH3:4])[CH3:3].S([O-])([O-])(=O)=O.[Mg+2].[CH:28]1([NH2:31])[CH2:30][CH2:29]1.[BH4-].[Na+]. Product: [CH3:1][C:2]([Si:5]([CH3:21])([CH3:20])[O:6][CH2:7][C:8]1[CH:9]=[C:10]2[C:15](=[C:16]([CH2:18][NH:31][CH:28]3[CH2:30][CH2:29]3)[CH:17]=1)[N:14]=[CH:13][CH:12]=[CH:11]2)([CH3:4])[CH3:3]. The catalyst class is: 138. (5) Reactant: N#N.Br[C:4]1[C:13]2[C:8](=[CH:9][CH:10]=[CH:11][CH:12]=2)[C:7]([F:14])=[CH:6][CH:5]=1.C([Li])CCC.[B:20](OCC)([O:24]CC)[O:21]CC. The catalyst class is: 392. Product: [F:14][C:7]1[C:8]2[C:13](=[CH:12][CH:11]=[CH:10][CH:9]=2)[C:4]([B:20]([OH:24])[OH:21])=[CH:5][CH:6]=1. (6) Reactant: [CH3:1][O:2][C:3]1[CH:8]=[CH:7][CH:6]=[CH:5][C:4]=1[CH2:9][CH2:10][O:11][CH2:12][CH2:13][OH:14].N1C=CC=C[CH:16]=1.[C:21]1(C)[CH:26]=[CH:25][C:24]([S:27](Cl)(=[O:29])=[O:28])=[CH:23][CH:22]=1. The catalyst class is: 112. Product: [C:23]1([CH3:16])[C:24]([S:27]([O:14][CH2:13][CH2:12][O:11][CH2:10][CH2:9][C:4]2[CH:5]=[CH:6][CH:7]=[CH:8][C:3]=2[O:2][CH3:1])(=[O:28])=[O:29])=[CH:25][CH:26]=[CH:21][CH:22]=1. (7) Reactant: Cl[C:2]1[N:7]=[CH:6][N:5]=[C:4]([N:8]2[CH2:13][CH2:12][N:11]([C:14]([O:16][C:17]([CH3:20])([CH3:19])[CH3:18])=[O:15])[CH2:10][CH2:9]2)[CH:3]=1.[F:21][C:22]1[CH:27]=[CH:26][CH:25]=[CH:24][C:23]=1B(O)O.C(=O)([O-])[O-].[Na+].[Na+].C1(C)C=CC=CC=1. Product: [F:21][C:22]1[CH:27]=[CH:26][CH:25]=[CH:24][C:23]=1[C:2]1[N:7]=[CH:6][N:5]=[C:4]([N:8]2[CH2:13][CH2:12][N:11]([C:14]([O:16][C:17]([CH3:20])([CH3:19])[CH3:18])=[O:15])[CH2:10][CH2:9]2)[CH:3]=1. The catalyst class is: 6. (8) Reactant: [Cl:1][C:2]1[C:3]([F:31])=[C:4]([CH:8]2[C:12]([C:15]3[CH:20]=[CH:19][C:18]([Cl:21])=[CH:17][C:16]=3[F:22])([C:13]#[N:14])[CH:11]([CH2:23][C:24]([CH3:27])([CH3:26])[CH3:25])[NH:10][CH:9]2[C:28]([OH:30])=O)[CH:5]=[CH:6][CH:7]=1.[CH3:32]N(C(ON1N=NC2C=CC=NC1=2)=[N+](C)C)C.F[P-](F)(F)(F)(F)F.CCN(C(C)C)C(C)C.[NH2:65][C:66]1[CH:74]=[CH:73][C:69]([C:70]([OH:72])=[O:71])=[C:68]([CH3:75])[CH:67]=1. Product: [CH3:32][O:71][C:70](=[O:72])[C:69]1[CH:73]=[CH:74][C:66]([NH:65][C:28]([C@H:9]2[C@H:8]([C:4]3[CH:5]=[CH:6][CH:7]=[C:2]([Cl:1])[C:3]=3[F:31])[C@:12]([C:15]3[CH:20]=[CH:19][C:18]([Cl:21])=[CH:17][C:16]=3[F:22])([C:13]#[N:14])[C@H:11]([CH2:23][C:24]([CH3:27])([CH3:25])[CH3:26])[NH:10]2)=[O:30])=[CH:67][C:68]=1[CH3:75]. The catalyst class is: 2.